Dataset: Kir2.1 potassium channel HTS with 301,493 compounds. Task: Binary Classification. Given a drug SMILES string, predict its activity (active/inactive) in a high-throughput screening assay against a specified biological target. (1) The drug is FC(F)(F)c1c(CN2CCN(CC2)CC)ccc(NC(=O)c2cc(NC(=O)C3=NN(C(=O)C3)c3ccccc3)c(cc2)C)c1. The result is 0 (inactive). (2) The result is 0 (inactive). The molecule is Brc1ccc(CSC=2N(S(=O)(=O)C)CCN2)cc1. (3) The compound is N=1C(Cc2c(C1C)cc(c(c2)C)C)(C)C. The result is 0 (inactive). (4) The compound is S(=O)(=O)(Nc1c(C(=O)Nc2c(N3CCOCC3)cccc2)cccc1)c1ccc(OCC)cc1. The result is 0 (inactive). (5) The compound is Brc1oc(/C=C\C(=O)Nc2scc(n2)CC(OCC)=O)cc1. The result is 0 (inactive). (6) The drug is S=C(NCC12OC(C3C1C(=O)N(C3=O)c1ccc(cc1)C)C=C2)N1CCN(CC1)c1ccccc1. The result is 0 (inactive). (7) The compound is OCc1c2c(n(c1)C(=O)C)cccc2. The result is 0 (inactive). (8) The drug is o1c2c(cc(c1=O)/C(=N\O)C)cccc2. The result is 0 (inactive). (9) The compound is O=C(Nc1c(cc(NC(=O)/C=C\c2occc2)cc1)C)c1ccccc1. The result is 0 (inactive).